Dataset: Peptide-MHC class II binding affinity with 134,281 pairs from IEDB. Task: Regression. Given a peptide amino acid sequence and an MHC pseudo amino acid sequence, predict their binding affinity value. This is MHC class II binding data. (1) The peptide sequence is YAEYHFRVGSEAEGY. The MHC is DRB1_1001 with pseudo-sequence DRB1_1001. The binding affinity (normalized) is 0. (2) The binding affinity (normalized) is 0.398. The MHC is DRB1_0401 with pseudo-sequence DRB1_0401. The peptide sequence is PRSLFPEFSELFAAF. (3) The peptide sequence is AAATAGTTVHGAFAA. The MHC is HLA-DQA10102-DQB10602 with pseudo-sequence HLA-DQA10102-DQB10602. The binding affinity (normalized) is 0.718. (4) The MHC is DRB1_1101 with pseudo-sequence DRB1_1101. The peptide sequence is SGIAFGSMAKKGDEQ. The binding affinity (normalized) is 0.403.